From a dataset of Retrosynthesis with 50K atom-mapped reactions and 10 reaction types from USPTO. Predict the reactants needed to synthesize the given product. (1) Given the product CN1C(=O)Cn2c1nc(C(=O)NCc1ccc(F)c(Cl)c1)c(O)c2=O, predict the reactants needed to synthesize it. The reactants are: CCOC(=O)c1nc2n(c(=O)c1O)CC(=O)N2C.NCc1ccc(F)c(Cl)c1. (2) Given the product CC(C)NC(=O)O[C@H]1CC[C@@H](c2ccc(-c3nc4c(cc3Cl)nc(O[C@@H]3CO[C@@H]5[C@H](O[Si](C)(C)C(C)(C)C)CO[C@@H]53)n4COCC[Si](C)(C)C)cc2)CC1, predict the reactants needed to synthesize it. The reactants are: CC(C)(C)[Si](C)(C)O[C@@H]1CO[C@H]2[C@@H]1OC[C@H]2Oc1nc2cc(Cl)c(-c3ccc([C@H]4CC[C@@H](O)CC4)cc3)nc2n1COCC[Si](C)(C)C.CC(C)N=C=O.